This data is from Reaction yield outcomes from USPTO patents with 853,638 reactions. The task is: Predict the reaction yield, written as a fraction of the theoretical maximum amount of product (1.0 means a 100% yield; for example, 0.34 means a 34% yield). (1) The reactants are [Br:1][C:2]1[CH:3]=[CH:4][C:5](=[C:8]2[C:13](=[O:14])OC(C)(C)OC2=O)[NH:6][CH:7]=1.[CH2:18]([NH2:25])[C:19]1[CH:24]=[CH:23][CH:22]=[CH:21][CH:20]=1. The catalyst is C1(C)C=CC=CC=1. The product is [CH2:18]([NH:25][C:13](=[O:14])[CH2:8][C:5]1[CH:4]=[CH:3][C:2]([Br:1])=[CH:7][N:6]=1)[C:19]1[CH:24]=[CH:23][CH:22]=[CH:21][CH:20]=1. The yield is 0.960. (2) The reactants are [CH3:1][C:2]1[C:3]([C:8]2[CH:9]=[C:10]([N+:16]([O-])=O)[C:11]([C:14]#[N:15])=[N:12][CH:13]=2)=[N:4][CH:5]=[CH:6][CH:7]=1.[Cl-].[Ca+2].[Cl-].C([OH:24])C. The catalyst is O.[Fe]. The product is [NH2:16][C:10]1[C:11]([C:14]([NH2:15])=[O:24])=[N:12][CH:13]=[C:8]([C:3]2[C:2]([CH3:1])=[CH:7][CH:6]=[CH:5][N:4]=2)[CH:9]=1. The yield is 0.940. (3) The reactants are [N+:1]([C:4]1[CH:5]=[N:6][N:7]([CH2:9][O:10][CH2:11][CH2:12][Si:13]([CH3:16])([CH3:15])[CH3:14])[CH:8]=1)([O-:3])=[O:2].Br[C:18]1[CH:23]=[C:22]([Cl:24])[CH:21]=[CH:20][C:19]=1[O:25][CH3:26].C(=O)([O-])[O-].[K+].[K+].CC(C)(C)C(O)=O. The catalyst is CN(C)C(=O)C.C([O-])(=O)C.[Pd+2].C([O-])(=O)C.C12(P(C34CC5CC(CC(C5)C3)C4)CCCC)CC3CC(CC(C3)C1)C2.C(OCC)(=O)C. The product is [Cl:24][C:22]1[CH:21]=[CH:20][C:19]([O:25][CH3:26])=[C:18]([C:5]2[C:4]([N+:1]([O-:3])=[O:2])=[CH:8][N:7]([CH2:9][O:10][CH2:11][CH2:12][Si:13]([CH3:16])([CH3:15])[CH3:14])[N:6]=2)[CH:23]=1. The yield is 0.890. (4) The product is [CH2:27]([C:26]([OH:29])([CH2:30][CH3:31])[CH2:25][O:24][C:21]([CH3:23])([C:20]1[C@:32]2([CH3:38])[C@H:17]([C:16]3[C@H:35]([CH2:34][CH2:33]2)[C@:36]2([CH3:37])[C:13]([CH2:12][C@@H:11]([OH:39])[CH2:10][C@@H:9]2[OH:8])=[CH:14][CH:15]=3)[CH2:18][CH:19]=1)[CH3:22])[CH3:28]. The reactants are [Si]([O:8][C@@H:9]1[C@@:36]2([CH3:37])[C:13](=[CH:14][CH:15]=[C:16]3[C@@H:35]2[CH2:34][CH2:33][C@@:32]2([CH3:38])[C@H:17]3[CH2:18][CH:19]=[C:20]2[C:21]([O:24][CH2:25][C:26]([CH2:30][CH3:31])([OH:29])[CH2:27][CH3:28])([CH3:23])[CH3:22])[CH2:12][C@@H:11]([O:39][Si](C(C)(C)C)(C)C)[CH2:10]1)(C(C)(C)C)(C)C.O1CCCC1.[F-].C([N+](CCCC)(CCCC)CCCC)CCC. The catalyst is O1CCCC1. The yield is 0.940.